From a dataset of NCI-60 drug combinations with 297,098 pairs across 59 cell lines. Regression. Given two drug SMILES strings and cell line genomic features, predict the synergy score measuring deviation from expected non-interaction effect. (1) Drug 1: CC1=CC=C(C=C1)C2=CC(=NN2C3=CC=C(C=C3)S(=O)(=O)N)C(F)(F)F. Drug 2: CCC1(CC2CC(C3=C(CCN(C2)C1)C4=CC=CC=C4N3)(C5=C(C=C6C(=C5)C78CCN9C7C(C=CC9)(C(C(C8N6C)(C(=O)OC)O)OC(=O)C)CC)OC)C(=O)OC)O.OS(=O)(=O)O. Cell line: HCT116. Synergy scores: CSS=-8.91, Synergy_ZIP=3.31, Synergy_Bliss=0.301, Synergy_Loewe=-8.20, Synergy_HSA=-6.94. (2) Drug 1: CC(C)(C#N)C1=CC(=CC(=C1)CN2C=NC=N2)C(C)(C)C#N. Drug 2: CC1C(C(CC(O1)OC2CC(CC3=C2C(=C4C(=C3O)C(=O)C5=CC=CC=C5C4=O)O)(C(=O)C)O)N)O. Cell line: KM12. Synergy scores: CSS=34.0, Synergy_ZIP=-0.341, Synergy_Bliss=-2.89, Synergy_Loewe=-4.47, Synergy_HSA=-1.66.